Predict which catalyst facilitates the given reaction. From a dataset of Catalyst prediction with 721,799 reactions and 888 catalyst types from USPTO. Reactant: Cl[C:2]1[C:11]2=[N:12][N:13](CC3C=CC(OC)=CC=3)[CH:14]=[C:10]2[C:9]2[CH:8]=[CH:7][C:6]([O:24][CH3:25])=[CH:5][C:4]=2[N:3]=1.[O:26]1[C:30]2[CH:31]=[CH:32][C:33]([NH2:35])=[CH:34][C:29]=2[O:28][CH2:27]1.Cl. Product: [O:26]1[C:30]2[CH:31]=[CH:32][C:33]([NH:35][C:2]3[C:11]4=[N:12][NH:13][CH:14]=[C:10]4[C:9]4[CH:8]=[CH:7][C:6]([O:24][CH3:25])=[CH:5][C:4]=4[N:3]=3)=[CH:34][C:29]=2[O:28][CH2:27]1. The catalyst class is: 71.